Task: Predict the product of the given reaction.. Dataset: Forward reaction prediction with 1.9M reactions from USPTO patents (1976-2016) (1) Given the reactants Br[C:2]1[C:6]([Br:7])=[C:5]([N:8]2[CH2:13][CH2:12][O:11][CH2:10][CH2:9]2)[S:4][C:3]=1[C:14]([O:16][CH2:17][CH3:18])=[O:15].[Cl-].[Cl:20][C:21]1[CH:22]=[C:23]([CH:26]=[CH:27][C:28]=1[Cl:29])[CH2:24][Zn+].C1COCC1, predict the reaction product. The product is: [Br:7][C:6]1[C:2]([CH2:24][C:23]2[CH:26]=[CH:27][C:28]([Cl:29])=[C:21]([Cl:20])[CH:22]=2)=[C:3]([C:14]([O:16][CH2:17][CH3:18])=[O:15])[S:4][C:5]=1[N:8]1[CH2:13][CH2:12][O:11][CH2:10][CH2:9]1. (2) Given the reactants [Cl:1][C:2]1[CH:3]=[C:4]([C:14](=[O:16])[CH3:15])[C:5]2[O:11][CH2:10][CH2:9][N:8]=[CH:7][C:6]=2[C:12]=1[CH3:13].[BH4-].[Na+], predict the reaction product. The product is: [Cl:1][C:2]1[CH:3]=[C:4]([CH:14]([OH:16])[CH3:15])[C:5]2[O:11][CH2:10][CH2:9][NH:8][CH2:7][C:6]=2[C:12]=1[CH3:13]. (3) Given the reactants [Cl:1][C:2]1[CH:7]=[CH:6][C:5]([C:8]2[C:13]([CH3:14])=[N:12][NH:11][C:10](=O)[C:9]=2[C:16]2[CH:21]=[CH:20][C:19]([CH3:22])=[CH:18][N:17]=2)=[CH:4][CH:3]=1.P(Cl)(Cl)([Cl:25])=O, predict the reaction product. The product is: [Cl:25][C:10]1[N:11]=[N:12][C:13]([CH3:14])=[C:8]([C:5]2[CH:6]=[CH:7][C:2]([Cl:1])=[CH:3][CH:4]=2)[C:9]=1[C:16]1[CH:21]=[CH:20][C:19]([CH3:22])=[CH:18][N:17]=1. (4) Given the reactants [Br:1][C:2]1[CH:25]=[CH:24][C:5]2[N:6]=[C:7]([C:9]3[CH:10]=[C:11]([CH:21]=[CH:22][CH:23]=3)[O:12][CH2:13][C:14]([O:16]C(C)(C)C)=[O:15])[O:8][C:4]=2[CH:3]=1.Cl.C(OCC)(=O)C.O, predict the reaction product. The product is: [Br:1][C:2]1[CH:25]=[CH:24][C:5]2[N:6]=[C:7]([C:9]3[CH:10]=[C:11]([CH:21]=[CH:22][CH:23]=3)[O:12][CH2:13][C:14]([OH:16])=[O:15])[O:8][C:4]=2[CH:3]=1. (5) Given the reactants [CH3:1][C:2]1[CH:3]=[C:4]([C:9]([C:11]2[CH:16]=[C:15]([CH3:17])[CH:14]=[C:13]([CH3:18])[CH:12]=2)=O)[CH:5]=[C:6]([CH3:8])[CH:7]=1.[CH:19]([NH2:22])([CH3:21])[CH3:20].CO.[OH-].[Na+], predict the reaction product. The product is: [CH3:1][C:2]1[CH:3]=[C:4]([CH:9]([C:11]2[CH:16]=[C:15]([CH3:17])[CH:14]=[C:13]([CH3:18])[CH:12]=2)[NH:22][CH:19]([CH3:21])[CH3:20])[CH:5]=[C:6]([CH3:8])[CH:7]=1. (6) Given the reactants C(=O)([O-])[O-].[Cs+].[Cs+].[Br:7][C:8]1[CH:16]=[CH:15][CH:14]=[C:13]2[C:9]=1[C:10]([C:17]([O:19][CH3:20])=[O:18])=[N:11][NH:12]2.I[CH:22]([CH3:24])[CH3:23], predict the reaction product. The product is: [Br:7][C:8]1[CH:16]=[CH:15][CH:14]=[C:13]2[C:9]=1[C:10]([C:17]([O:19][CH3:20])=[O:18])=[N:11][N:12]2[CH:22]([CH3:24])[CH3:23]. (7) Given the reactants [Cl:1][C:2]1[CH:7]=[C:6]([N+:8]([O-:10])=[O:9])[CH:5]=[CH:4][C:3]=1F.[OH:12][C:13]1[CH:14]=[C:15]([CH:32]=[CH:33][CH:34]=1)[C:16]([O:18][CH:19]([C:26]1[CH:31]=[CH:30][CH:29]=[CH:28][CH:27]=1)[C:20]1[CH:25]=[CH:24][CH:23]=[CH:22][CH:21]=1)=[O:17].C(=O)([O-])[O-].[K+].[K+], predict the reaction product. The product is: [Cl:1][C:2]1[CH:7]=[C:6]([N+:8]([O-:10])=[O:9])[CH:5]=[CH:4][C:3]=1[O:12][C:13]1[CH:14]=[C:15]([CH:32]=[CH:33][CH:34]=1)[C:16]([O:18][CH:19]([C:26]1[CH:27]=[CH:28][CH:29]=[CH:30][CH:31]=1)[C:20]1[CH:25]=[CH:24][CH:23]=[CH:22][CH:21]=1)=[O:17]. (8) Given the reactants C([O:3][C:4](=[O:30])[C:5]1[CH:10]=[C:9]([F:11])[C:8]([N:12]2[CH2:16][CH2:15][C@H:14]([NH:17][C:18]([O:20][C:21]([CH3:24])([CH3:23])[CH3:22])=[O:19])[CH2:13]2)=[C:7]([Cl:25])[C:6]=1[NH:26][CH:27]1[CH2:29][CH2:28]1)C.[OH-].[Na+], predict the reaction product. The product is: [C:21]([O:20][C:18]([NH:17][C@H:14]1[CH2:15][CH2:16][N:12]([C:8]2[C:9]([F:11])=[CH:10][C:5]([C:4]([OH:30])=[O:3])=[C:6]([NH:26][CH:27]3[CH2:28][CH2:29]3)[C:7]=2[Cl:25])[CH2:13]1)=[O:19])([CH3:24])([CH3:22])[CH3:23]. (9) Given the reactants C1N2CCN(CC2)C1.[CH2:9]([O:11][C:12]([C:14]1[C:15](=[O:25])[NH:16][C:17]2[C:22]([C:23]=1Cl)=[CH:21][CH:20]=[CH:19][N:18]=2)=[O:13])[CH3:10].[N:26]1([C:32]([C:34]2[S:35][CH:36]=[CH:37][CH:38]=2)=[O:33])[CH2:31][CH2:30][NH:29][CH2:28][CH2:27]1, predict the reaction product. The product is: [CH2:9]([O:11][C:12]([C:14]1[C:15](=[O:25])[NH:16][C:17]2[C:22]([C:23]=1[N:29]1[CH2:30][CH2:31][N:26]([C:32]([C:34]3[S:35][CH:36]=[CH:37][CH:38]=3)=[O:33])[CH2:27][CH2:28]1)=[CH:21][CH:20]=[CH:19][N:18]=2)=[O:13])[CH3:10].